Binary Classification. Given a drug SMILES string, predict its activity (active/inactive) in a high-throughput screening assay against a specified biological target. From a dataset of Tyrosyl-DNA phosphodiesterase HTS with 341,365 compounds. (1) The drug is S(=O)(=O)(N1CCC(CC1)C(=O)NC1CCN(CC1)Cc1ccccc1)c1c(onc1C)C. The result is 0 (inactive). (2) The molecule is S(c1[nH]c(CCC)cc(=O)n1)CC(=O)NC. The result is 0 (inactive). (3) The molecule is O=C(c1c(c(n2c1cccc2)CCc1ncccc1)C)c1ccccc1. The result is 0 (inactive). (4) The drug is Clc1cc(n2nnc(c2N)c2ccc(OC)cc2)cc(Cl)c1. The result is 0 (inactive). (5) The molecule is O=C(NC(C(=O)NCc1ccccc1)C)Cc1c2c(ccc1)cccc2. The result is 0 (inactive). (6) The molecule is Clc1c(NC(=O)Cc2c(Cl)cccc2F)cc(S(=O)(=O)C)cc1. The result is 0 (inactive). (7) The molecule is O1CCN(CC1)CCOc1c(c(ccc1)C)C. The result is 0 (inactive). (8) The drug is S(=O)(=O)(N1C(CC=C(C1c1c(F)cccc1)C(O)=O)c1cc(OC)c(OC)cc1)c1ccc(cc1)C. The result is 0 (inactive). (9) The molecule is S(c1c2CCCc2nc2c1cccc2)CC(=O)Nc1c(F)cc(F)cc1. The result is 0 (inactive). (10) The compound is S(=O)(=O)(N(Cc1ccc(cc1)C(=O)Nc1c(OC)ccc([N+]([O-])=O)c1)c1ccccc1)C. The result is 0 (inactive).